From a dataset of Full USPTO retrosynthesis dataset with 1.9M reactions from patents (1976-2016). Predict the reactants needed to synthesize the given product. (1) Given the product [Cl:1][C:2]1[CH:3]=[C:4]([S:8]([NH:11][C:12]2[C:13]([C:28]3[CH:27]=[CH:26][C:14]([C:15]4[NH:30][N:33]=[N:32][N:31]=4)=[CH:13][CH:12]=3)=[C:14]([CH:26]=[CH:27][CH:28]=2)[C:15]([NH2:17])=[O:16])(=[O:9])=[O:10])[CH:5]=[CH:6][CH:7]=1, predict the reactants needed to synthesize it. The reactants are: [Cl:1][C:2]1[CH:3]=[C:4]([S:8]([NH:11][C:12]2[CH:13]=[C:14]([CH:26]=[CH:27][CH:28]=2)[C:15]([NH:17]C2C=CC(C#N)=CC=2)=[O:16])(=[O:10])=[O:9])[CH:5]=[CH:6][CH:7]=1.[Cl-].[NH4+:30].[N-:31]=[N+:32]=[N-:33].[Na+]. (2) Given the product [CH2:1]([O:3][CH:4]([O:6][C@@H:7]1[CH2:15][C@H:10]([OH:11])[C@@H:9]([C@@H:13]([CH2:40][CH2:41][CH:42]=[CH:38][CH3:39])[C:12]([OH:33])=[O:14])[CH:8]1[CH2:16][CH2:17][C@@H:18]([O:27][CH:28]([O:30][CH2:31][CH3:32])[CH3:29])[CH2:19][CH2:20][C:21]1[CH:22]=[CH:23][CH:24]=[CH:25][CH:26]=1)[CH3:5])[CH3:2], predict the reactants needed to synthesize it. The reactants are: [CH2:1]([O:3][CH:4]([O:6][C@@H:7]1[CH2:15][C@@H:10]2[O:11][CH:12]([OH:14])[CH2:13][C@@H:9]2[C@H:8]1[CH2:16][CH2:17][C@@H:18]([O:27][CH:28]([O:30][CH2:31][CH3:32])[CH3:29])[CH2:19][CH2:20][C:21]1[CH:26]=[CH:25][CH:24]=[CH:23][CH:22]=1)[CH3:5])[CH3:2].[OH2:33].C(O[CH2:38][CH3:39])(=O)C.[CH2:40](O)[C:41](N)(CO)[CH2:42]O. (3) Given the product [CH3:14][NH:13][C:11](=[O:12])[C:10]1[CH:15]=[CH:16][C:7]([C:6]([OH:17])=[O:5])=[CH:8][CH:9]=1, predict the reactants needed to synthesize it. The reactants are: O.[OH-].[Li+].C[O:5][C:6](=[O:17])[C:7]1[CH:16]=[CH:15][C:10]([C:11]([NH:13][CH3:14])=[O:12])=[CH:9][CH:8]=1.Cl. (4) The reactants are: [H-].[Al+3].[Li+].[H-].[H-].[H-].[Br:7][C:8]1[CH:13]=[CH:12][C:11]([CH2:14][C:15](OC(C)(C)C)=[O:16])=[C:10]([CH3:22])[CH:9]=1.O.[OH-].[Na+]. Given the product [Br:7][C:8]1[CH:13]=[CH:12][C:11]([CH2:14][CH2:15][OH:16])=[C:10]([CH3:22])[CH:9]=1, predict the reactants needed to synthesize it. (5) Given the product [OH:16][CH2:15][CH2:14][N:36]1[C:37](=[O:38])[N:33]([C:20]2[S:21][C:22]([C:23]([NH:25][CH2:26][C:27]3[CH:28]=[N:29][CH:30]=[CH:31][CH:32]=3)=[O:24])=[C:18]([CH3:17])[N:19]=2)[CH:34]=[N:35]1, predict the reactants needed to synthesize it. The reactants are: FC(F)(F)C1C=CC(CBr)=CC=1.Br[CH2:14][CH2:15][OH:16].[CH3:17][C:18]1[N:19]=[C:20]([N:33]2[C:37](=[O:38])[NH:36][N:35]=[CH:34]2)[S:21][C:22]=1[C:23]([NH:25][CH2:26][C:27]1[CH:28]=[N:29][CH:30]=[CH:31][CH:32]=1)=[O:24]. (6) Given the product [OH:22][N:21]=[C:5]([NH2:6])[C:4]1[CH:7]=[CH:8][C:9]([CH:11]=[CH2:12])=[CH:10][C:3]=1[C:2]([F:14])([F:13])[F:1], predict the reactants needed to synthesize it. The reactants are: [F:1][C:2]([F:14])([F:13])[C:3]1[CH:10]=[C:9]([CH:11]=[CH2:12])[CH:8]=[CH:7][C:4]=1[C:5]#[N:6].C(=O)(O)[O-].[Na+].Cl.[NH2:21][OH:22].